This data is from Catalyst prediction with 721,799 reactions and 888 catalyst types from USPTO. The task is: Predict which catalyst facilitates the given reaction. (1) Reactant: [CH2:1]([O:8][C:9](=[O:23])[C@@H:10]([NH:15][C:16]([O:18][C:19]([CH3:22])([CH3:21])[CH3:20])=[O:17])[CH2:11][C:12]([OH:14])=O)[C:2]1[CH:7]=[CH:6][CH:5]=[CH:4][CH:3]=1.C(N(C(C)C)CC)(C)C.F[B-](F)(F)F.N1(OC(N(C)C)=[N+](C)C)C2C=CC=CC=2N=N1.Cl.[Cl:56][C:57]1[CH:67]=[CH:66][C:60]([O:61][CH:62]2[CH2:65][NH:64][CH2:63]2)=[CH:59][CH:58]=1. Product: [CH2:1]([O:8][C:9](=[O:23])[C@@H:10]([NH:15][C:16]([O:18][C:19]([CH3:22])([CH3:21])[CH3:20])=[O:17])[CH2:11][C:12]([N:64]1[CH2:65][CH:62]([O:61][C:60]2[CH:59]=[CH:58][C:57]([Cl:56])=[CH:67][CH:66]=2)[CH2:63]1)=[O:14])[C:2]1[CH:3]=[CH:4][CH:5]=[CH:6][CH:7]=1. The catalyst class is: 4. (2) Reactant: Br[C:2]1[CH:7]=[C:6]([N:8]2[CH:12]=[N:11][N:10]=[N:9]2)[CH:5]=[CH:4][C:3]=1[CH2:13][C:14]([OH:16])=[O:15].[Li+].[Cl-].[C:19]1(C)C=CC=C[CH:20]=1. Product: [CH:19]([C:2]1[CH:7]=[C:6]([N:8]2[CH:12]=[N:11][N:10]=[N:9]2)[CH:5]=[CH:4][C:3]=1[CH2:13][C:14]([OH:16])=[O:15])=[CH2:20]. The catalyst class is: 518. (3) Reactant: [CH2:1]([O:3][C:4](=[O:17])[CH:5]=[C:6]1[C:14]2[C:9](=[CH:10][CH:11]=[C:12]([O:15][CH3:16])[CH:13]=2)[CH2:8][CH2:7]1)[CH3:2]. Product: [CH2:1]([O:3][C:4](=[O:17])[CH2:5][CH:6]1[C:14]2[C:9](=[CH:10][CH:11]=[C:12]([O:15][CH3:16])[CH:13]=2)[CH2:8][CH2:7]1)[CH3:2]. The catalyst class is: 19.